From a dataset of Peptide-MHC class I binding affinity with 185,985 pairs from IEDB/IMGT. Regression. Given a peptide amino acid sequence and an MHC pseudo amino acid sequence, predict their binding affinity value. This is MHC class I binding data. (1) The binding affinity (normalized) is 0.0847. The peptide sequence is KGGEAQFLV. The MHC is HLA-A69:01 with pseudo-sequence HLA-A69:01. (2) The peptide sequence is ATMLEYVRY. The MHC is HLA-A68:01 with pseudo-sequence HLA-A68:01. The binding affinity (normalized) is 0.0490. (3) The peptide sequence is TEIEPKLDG. The MHC is HLA-B18:01 with pseudo-sequence HLA-B18:01. The binding affinity (normalized) is 0. (4) The peptide sequence is SVFALLPPQ. The MHC is HLA-A03:01 with pseudo-sequence HLA-A03:01. The binding affinity (normalized) is 0.0847. (5) The peptide sequence is IVRTNRNEL. The MHC is HLA-B35:01 with pseudo-sequence HLA-B35:01. The binding affinity (normalized) is 0.0847. (6) The peptide sequence is EENLLDFVRF. The MHC is HLA-B54:01 with pseudo-sequence HLA-B54:01. The binding affinity (normalized) is 0.0228. (7) The peptide sequence is LSQEQEGCY. The MHC is Mamu-A01 with pseudo-sequence Mamu-A01. The binding affinity (normalized) is 0. (8) The peptide sequence is RAWGRRLMI. The MHC is HLA-A03:01 with pseudo-sequence HLA-A03:01. The binding affinity (normalized) is 0.0847. (9) The peptide sequence is TVAPPAPVY. The MHC is HLA-A02:12 with pseudo-sequence HLA-A02:12. The binding affinity (normalized) is 0.0847. (10) The peptide sequence is KLGFEEIKGL. The MHC is HLA-A02:01 with pseudo-sequence HLA-A02:01. The binding affinity (normalized) is 0.683.